This data is from Full USPTO retrosynthesis dataset with 1.9M reactions from patents (1976-2016). The task is: Predict the reactants needed to synthesize the given product. (1) Given the product [NH:98]1[C:80]2[CH:75]=[CH:76][C:77]([N:82]3[C@@H:10]([C:61]4[CH:60]=[CH:59][C:64]([N:65]([CH:66]5[CH2:67][CH2:58]5)[CH:90]5[CH2:91][CH2:86]5)=[CH:63][CH:62]=4)[CH2:7][O:6][C:4]3=[O:5])=[CH:78][C:79]=2[N:99]=[CH:97]1, predict the reactants needed to synthesize it. The reactants are: C(=O)(O[C:4]([O:6][C:7]([CH3:10])(C)C)=[O:5])N.CC[C@H]1[C@H]2C[C@H]([C@H](OC3C4C(=CC=CC=4)C(O[C@H]([C:58]4[CH:67]=[CH:66][N:65]=[C:64]5[C:59]=4[CH:60]=[C:61](OC)[CH:62]=[CH:63]5)[C@@H]4N5C[C@H](CC)[C@@H](CC5)C4)=NN=3)C3C=CN=C4C=3C=C(OC)C=C4)N(CC2)C1.S(Cl)(Cl)=O.Br[C:75]1[CH:80]=[CH:79][C:78](N)=[C:77]([NH2:82])[CH:76]=1.[F-].[Cs+].N[CH:86]1[CH2:91][CH2:90]CCC1N.C(O)(=O)C.[CH:97]([NH2:99])=[NH:98]. (2) Given the product [O:8]1[C:2]2[CH:7]=[CH:6][CH:5]=[CH:4][C:3]=2[C:14]([CH2:13][C:12]([O:15][CH3:16])=[O:11])=[CH:10]1, predict the reactants needed to synthesize it. The reactants are: [I-].[C:2]1([OH:8])[CH:7]=[CH:6][CH:5]=[CH:4][CH:3]=1.O[C:10]1(OC)[CH:14]=[CH:13][C:12](O)([O:15][CH3:16])[O:11]1.C(N(C(C)C)CC)(C)C.C(=O)([O-])O.[Na+]. (3) Given the product [CH3:39][N:38]1[C@H:34]([CH2:33][O:32][C:42]2[CH:43]=[N:44][CH:45]=[CH:46][CH:47]=2)[CH2:35][CH2:36][C:37]1=[O:40], predict the reactants needed to synthesize it. The reactants are: C1(P(C2C=CC=CC=2)C2C=CC=CC=2)C=CC=CC=1.N(C(OCC)=O)=NC(OCC)=O.[OH:32][CH2:33][C@H:34]1[N:38]([CH3:39])[C:37](=[O:40])[CH2:36][CH2:35]1.O[C:42]1[CH:43]=[N:44][CH:45]=[CH:46][CH:47]=1. (4) Given the product [NH2:1][C:2]1[C:7]([C:8]([O:10][CH2:11][CH3:12])=[O:9])=[C:6]([CH3:13])[N:5]=[C:4]2[S:14][C:15]([Br:17])=[CH:16][C:3]=12, predict the reactants needed to synthesize it. The reactants are: [NH2:1][C:2]1[C:7]([C:8]([O:10][CH2:11][CH3:12])=[O:9])=[C:6]([CH3:13])[N:5]=[C:4]2[S:14][CH:15]=[CH:16][C:3]=12.[Br:17]Br. (5) Given the product [CH2:37]([O:16][C:15]1[C:10]2[CH2:9][NH:8][CH2:30][CH2:29][C:11]=2[N:12]=[C:13]([NH:17][C:18]2[CH:19]=[CH:20][C:21]([C:24]3[O:28][CH:27]=[N:26][CH:25]=3)=[CH:22][CH:23]=2)[N:14]=1)[C:31]1[CH:36]=[CH:35][CH:34]=[CH:33][CH:32]=1, predict the reactants needed to synthesize it. The reactants are: C(OC([N:8]1[CH2:30][CH2:29][C:11]2[N:12]=[C:13]([NH:17][C:18]3[CH:23]=[CH:22][C:21]([C:24]4[O:28][CH:27]=[N:26][CH:25]=4)=[CH:20][CH:19]=3)[N:14]=[C:15]([OH:16])[C:10]=2[CH2:9]1)=O)(C)(C)C.[C:31]1([CH2:37]O)[CH:36]=[CH:35][CH:34]=[CH:33][CH:32]=1.C1(P(C2C=CC=CC=2)C2C=CC=CC=2)C=CC=CC=1.N(C(OC(C)C)=O)=NC(OC(C)C)=O.Cl.